From a dataset of Forward reaction prediction with 1.9M reactions from USPTO patents (1976-2016). Predict the product of the given reaction. (1) Given the reactants [CH2:1]([O:8][C:9]1[CH:14]=[CH:13][C:12]([C:15]2[C:23](=O)[N:22]3[C:18]([NH:19][C:20]4[CH:28]=[CH:27][CH:26]=[CH:25][C:21]=43)=[C:17]([C:29]#[N:30])[C:16]=2[CH3:31])=[CH:11][CH:10]=1)[C:2]1[CH:7]=[CH:6][CH:5]=[CH:4][CH:3]=1.P(Cl)(Cl)([Cl:34])=O, predict the reaction product. The product is: [CH2:1]([O:8][C:9]1[CH:14]=[CH:13][C:12]([C:15]2[C:16]([CH3:31])=[C:17]([C:29]#[N:30])[C:18]3[N:22]([C:23]=2[Cl:34])[C:21]2[CH:25]=[CH:26][CH:27]=[CH:28][C:20]=2[N:19]=3)=[CH:11][CH:10]=1)[C:2]1[CH:7]=[CH:6][CH:5]=[CH:4][CH:3]=1. (2) Given the reactants [Cl:1][C:2]1[CH:25]=[C:24]([Cl:26])[CH:23]=[CH:22][C:3]=1[C:4]([NH:6][CH2:7][C:8]1([CH2:18][CH:19]2[CH2:21][CH2:20]2)[CH2:17][CH2:16][C:11]2(OCC[O:12]2)[CH2:10][CH2:9]1)=[O:5].Cl.[OH-].[Na+], predict the reaction product. The product is: [Cl:1][C:2]1[CH:25]=[C:24]([Cl:26])[CH:23]=[CH:22][C:3]=1[C:4]([NH:6][CH2:7][C:8]1([CH2:18][CH:19]2[CH2:20][CH2:21]2)[CH2:9][CH2:10][C:11](=[O:12])[CH2:16][CH2:17]1)=[O:5]. (3) Given the reactants [Cl:1][C:2]1[CH:7]=[CH:6][N:5]=[C:4]([NH:8][C:9](=[O:15])[O:10][C:11]([CH3:14])([CH3:13])[CH3:12])[CH:3]=1.CN(CCN(C)C)C.[Li]CCCC.[I:29]I.[NH4+].[Cl-], predict the reaction product. The product is: [Cl:1][C:2]1[CH:7]=[CH:6][N:5]=[C:4]([NH:8][C:9](=[O:15])[O:10][C:11]([CH3:12])([CH3:14])[CH3:13])[C:3]=1[I:29]. (4) Given the reactants [CH3:1][O:2][C:3]1[CH:4]=[C:5]2[C:10](=[CH:11][CH:12]=1)[CH:9]=[C:8]([CH:13]([CH3:17])[C:14]([NH2:16])=O)[CH:7]=[CH:6]2.CSC.B.C1COCC1.[OH-].[Na+], predict the reaction product. The product is: [CH3:1][O:2][C:3]1[CH:4]=[C:5]2[C:10](=[CH:11][CH:12]=1)[CH:9]=[C:8]([CH:13]([CH3:17])[CH2:14][NH2:16])[CH:7]=[CH:6]2.